Dataset: Forward reaction prediction with 1.9M reactions from USPTO patents (1976-2016). Task: Predict the product of the given reaction. (1) Given the reactants [Cl:1][C:2]1[CH:3]=[CH:4][C:5]([OH:10])=[C:6]([CH:9]=1)[CH:7]=O.[C:11]([O:15][C:16](=[O:19])[NH:17][NH2:18])([CH3:14])([CH3:13])[CH3:12].C(O)(=O)C.C(O[BH-](OC(=O)C)OC(=O)C)(=O)C.[Na+], predict the reaction product. The product is: [C:11]([O:15][C:16]([NH:17][NH:18][CH2:7][C:6]1[CH:9]=[C:2]([Cl:1])[CH:3]=[CH:4][C:5]=1[OH:10])=[O:19])([CH3:14])([CH3:13])[CH3:12]. (2) Given the reactants [CH3:1][N:2]1[CH:6]([C:7]([O:9][C:10]([CH3:13])([CH3:12])[CH3:11])=[O:8])[CH2:5][NH:4][C:3]1=[O:14].Br[C:16]1[C:17]([CH3:22])=[N:18][CH:19]=[CH:20][CH:21]=1.C(=O)([O-])[O-].[Cs+].[Cs+].CC1(C)C2C(=C(P(C3C=CC=CC=3)C3C=CC=CC=3)C=CC=2)OC2C(P(C3C=CC=CC=3)C3C=CC=CC=3)=CC=CC1=2, predict the reaction product. The product is: [CH3:1][N:2]1[CH:6]([C:7]([O:9][C:10]([CH3:11])([CH3:13])[CH3:12])=[O:8])[CH2:5][N:4]([C:16]2[C:17]([CH3:22])=[N:18][CH:19]=[CH:20][CH:21]=2)[C:3]1=[O:14]. (3) Given the reactants FC(F)(F)S(O[C:7]1[CH2:14][CH:13]2[CH2:15][CH:9]([CH2:10][N:11]([C:16]([O:18][CH2:19][CH3:20])=[O:17])[CH2:12]2)[CH:8]=1)(=O)=O.C(=O)([O-])[O-].[Na+].[Na+].[Cl-].[Li+].[C:31]1([C:37]2[CH:38]=[C:39](B(O)O)[CH:40]=[N:41][CH:42]=2)[CH:36]=[CH:35][CH:34]=[CH:33][CH:32]=1, predict the reaction product. The product is: [C:31]1([C:37]2[CH:38]=[C:39]([C:7]3[CH2:14][CH:13]4[CH2:15][CH:9]([CH2:10][N:11]([C:16]([O:18][CH2:19][CH3:20])=[O:17])[CH2:12]4)[CH:8]=3)[CH:40]=[N:41][CH:42]=2)[CH:32]=[CH:33][CH:34]=[CH:35][CH:36]=1. (4) Given the reactants [Br:1][C:2]1[CH:9]=[C:8]([O:10][CH3:11])[C:7]([OH:12])=[CH:6][C:3]=1[CH:4]=[O:5].S(=O)(=O)([OH:15])N.CCOC(C)=O.[Cl:24]([O-:26])=[O:25].[Na+:27], predict the reaction product. The product is: [Cl:24]([O-:26])=[O:25].[Na+:27].[Br:1][C:2]1[CH:9]=[C:8]([O:10][CH3:11])[C:7]([OH:12])=[CH:6][C:3]=1[C:4]([OH:15])=[O:5]. (5) Given the reactants [Cl:1][C:2]1[CH:9]=[CH:8][C:7]([C:10]([F:13])([F:12])[F:11])=[CH:6][C:3]=1[CH:4]=O.[NH2:14][CH2:15][CH2:16][C:17]1[C:25]2[C:20](=[CH:21][CH:22]=[CH:23][CH:24]=2)[NH:19][CH:18]=1.C(OC)(OC)OC, predict the reaction product. The product is: [ClH:1].[Cl:1][C:2]1[CH:9]=[CH:8][C:7]([C:10]([F:13])([F:12])[F:11])=[CH:6][C:3]=1[CH2:4][NH:14][CH2:15][CH2:16][C:17]1[C:25]2[C:20](=[CH:21][CH:22]=[CH:23][CH:24]=2)[NH:19][CH:18]=1. (6) Given the reactants [N:1]([CH:4]([C:6]1[N:7]([C:15]2[CH:20]=[CH:19][CH:18]=[CH:17][CH:16]=2)[C:8]2[CH:13]=[CH:12][N:11]=[CH:10][C:9]=2[N:14]=1)[CH3:5])=[N+]=[N-], predict the reaction product. The product is: [C:15]1([N:7]2[C:8]3[CH:13]=[CH:12][N:11]=[CH:10][C:9]=3[N:14]=[C:6]2[CH:4]([NH2:1])[CH3:5])[CH:16]=[CH:17][CH:18]=[CH:19][CH:20]=1.